This data is from Full USPTO retrosynthesis dataset with 1.9M reactions from patents (1976-2016). The task is: Predict the reactants needed to synthesize the given product. Given the product [C:35]([C:34]1[CH:37]=[CH:38][C:31]([N:30]([CH3:29])[C:24]([C:21]2[N:22]=[CH:23][C:18]3[N:19]([C:15]([C:12]4[CH:11]=[CH:10][C:9]([C:8]([F:27])([F:28])[F:7])=[CH:14][CH:13]=4)=[CH:16][N:17]=3)[CH:20]=2)=[O:26])=[CH:32][CH:33]=1)#[N:36], predict the reactants needed to synthesize it. The reactants are: C(Cl)(=O)C(Cl)=O.[F:7][C:8]([F:28])([F:27])[C:9]1[CH:14]=[CH:13][C:12]([C:15]2[N:19]3[CH:20]=[C:21]([C:24]([OH:26])=O)[N:22]=[CH:23][C:18]3=[N:17][CH:16]=2)=[CH:11][CH:10]=1.[CH3:29][NH:30][C:31]1[CH:38]=[CH:37][C:34]([C:35]#[N:36])=[CH:33][CH:32]=1.C(N(CC)CC)C.